This data is from Catalyst prediction with 721,799 reactions and 888 catalyst types from USPTO. The task is: Predict which catalyst facilitates the given reaction. (1) Reactant: [Cl:1][C:2]1[C:3]([N:8]2[C:12]([C:13]3[O:26][C:25](=[O:27])[C:24]4[C:23]5[C:18](=[N:19][CH:20]=[CH:21][CH:22]=5)[CH:17]=[CH:16][C:15]=4[N:14]=3)=[CH:11][C:10]([C:28]([F:31])([F:30])[F:29])=[N:9]2)=[N:4][CH:5]=[CH:6][CH:7]=1.[C:32](#[N:34])C.O.CN. Product: [CH3:32][NH:34][C:25]([C:24]1[C:23]2[CH:22]=[CH:21][CH:20]=[N:19][C:18]=2[CH:17]=[CH:16][C:15]=1[NH:14][C:13]([C:12]1[N:8]([C:3]2[C:2]([Cl:1])=[CH:7][CH:6]=[CH:5][N:4]=2)[N:9]=[C:10]([C:28]([F:30])([F:31])[F:29])[CH:11]=1)=[O:26])=[O:27]. The catalyst class is: 170. (2) Reactant: [CH3:1][O:2][C:3]1[CH:10]=[CH:9][C:6]([CH:7]=O)=[CH:5][CH:4]=1.[NH2:11][CH2:12][CH2:13][OH:14].C([O-])(O)=O.[Na+].[BH4-].[Na+]. Product: [CH3:1][O:2][C:3]1[CH:10]=[CH:9][C:6]([CH2:7][NH:11][CH2:12][CH2:13][OH:14])=[CH:5][CH:4]=1. The catalyst class is: 5. (3) Reactant: Cl.[CH3:2][N:3]([CH:11]1[CH2:15][CH2:14][N:13](S(C2C=CC=CC=2)(=O)=O)[CH2:12]1)[C:4](=[O:10])[O:5][C:6]([CH3:9])([CH3:8])[CH3:7].C(=O)([O-])O.[Na+]. Product: [CH3:7][C:6]([O:5][C:4]([N:3]1[CH2:2][CH2:14][NH:13][CH2:12][C@@H:11]1[CH3:15])=[O:10])([CH3:9])[CH3:8]. The catalyst class is: 8. (4) Reactant: C([O-])([O-])=O.[K+].[K+].[CH3:7][O:8][C:9]1[CH:10]=[C:11]([OH:15])[CH:12]=[CH:13][CH:14]=1.Cl[C:17]1[N:22]=[C:21]([N:23]([CH3:43])[CH2:24][CH2:25][CH2:26][O:27][C:28]2[CH:29]=[C:30]3[C:34](=[CH:35][CH:36]=2)[C@H:33]([CH2:37][C:38]([O:40][CH2:41][CH3:42])=[O:39])[CH2:32][CH2:31]3)[C:20]([CH3:44])=[CH:19][N:18]=1. Product: [CH3:7][O:8][C:9]1[CH:10]=[C:11]([CH:12]=[CH:13][CH:14]=1)[O:15][C:17]1[N:22]=[C:21]([N:23]([CH3:43])[CH2:24][CH2:25][CH2:26][O:27][C:28]2[CH:29]=[C:30]3[C:34](=[CH:35][CH:36]=2)[C@H:33]([CH2:37][C:38]([O:40][CH2:41][CH3:42])=[O:39])[CH2:32][CH2:31]3)[C:20]([CH3:44])=[CH:19][N:18]=1. The catalyst class is: 3. (5) Reactant: [Cl:1][C:2]1[CH:21]=[CH:20][C:5]2[C:6]3[S:11][C:10]([C:12]#[N:13])=[C:9]([O:14][CH2:15][C:16]([O:18]C)=[O:17])[C:7]=3[S:8][C:4]=2[CH:3]=1.[OH-].[K+].O. Product: [Cl:1][C:2]1[CH:21]=[CH:20][C:5]2[C:6]3[S:11][C:10]([C:12]#[N:13])=[C:9]([O:14][CH2:15][C:16]([OH:18])=[O:17])[C:7]=3[S:8][C:4]=2[CH:3]=1. The catalyst class is: 36.